This data is from Reaction yield outcomes from USPTO patents with 853,638 reactions. The task is: Predict the reaction yield, written as a fraction of the theoretical maximum amount of product (1.0 means a 100% yield; for example, 0.34 means a 34% yield). (1) The reactants are [CH3:1][O:2][C:3]([N:5]1[CH2:10][CH2:9][CH:8]([CH2:11][OH:12])[CH2:7][CH2:6]1)=[O:4].C(=O)(O)[O-].[Na+].[Br-].[Na+].Cl[O-].[Na+]. The catalyst is ClCCl.O. The product is [CH3:1][O:2][C:3]([N:5]1[CH2:6][CH2:7][CH:8]([CH:11]=[O:12])[CH2:9][CH2:10]1)=[O:4]. The yield is 0.900. (2) The catalyst is O.CN(C)C=O. The product is [CH3:14][CH:13]([C:9]1[C:8]([CH2:7][CH2:6][CH2:5][OH:4])=[CH:12][N:11]([C:17]2[N:18]=[N:19][C:20]([C:23]([F:26])([F:25])[F:24])=[CH:21][CH:22]=2)[N:10]=1)[CH3:15]. The yield is 0.680. The reactants are COC[O:4][CH2:5][CH2:6][CH2:7][C:8]1[C:9]([CH:13]([CH3:15])[CH3:14])=[N:10][NH:11][CH:12]=1.Cl[C:17]1[N:18]=[N:19][C:20]([C:23]([F:26])([F:25])[F:24])=[CH:21][CH:22]=1.[H-].[Na+].[H][H]. (3) The catalyst is C(O)(=O)C. The product is [N:18]1([C:14]2[CH:13]=[C:12]([C:9]3[N:6]4[N:7]=[CH:8][C:3]([C:2]([F:1])([F:19])[F:20])=[N:4][C:5]4=[N:11][CH:10]=3)[CH:17]=[CH:16][CH:15]=2)[CH:23]=[CH:27][CH:26]=[CH:25]1. The reactants are [F:1][C:2]([F:20])([F:19])[C:3]1[CH:8]=[N:7][N:6]2[C:9]([C:12]3[CH:13]=[C:14]([NH2:18])[CH:15]=[CH:16][CH:17]=3)=[CH:10][N:11]=[C:5]2[N:4]=1.CO[CH:23]1[CH2:27][CH2:26][CH:25](OC)O1. The yield is 0.620. (4) The reactants are [Cl-].O[NH3+:3].[C:4](=[O:7])([O-])[OH:5].[Na+].CS(C)=O.[OH:13][CH2:14][CH:15]([CH3:49])[O:16][C:17]1[CH:22]=[CH:21][C:20]([N:23]2[C:28](=[O:29])[C:27]([CH2:30][C:31]3[CH:36]=[CH:35][C:34]([C:37]4[C:38]([C:43]#[N:44])=[CH:39][CH:40]=[CH:41][CH:42]=4)=[CH:33][CH:32]=3)=[C:26]([CH2:45][CH2:46][CH3:47])[N:25]=[C:24]2[CH3:48])=[CH:19][CH:18]=1. The catalyst is O.C(OCC)(=O)C. The product is [OH:13][CH2:14][CH:15]([CH3:49])[O:16][C:17]1[CH:22]=[CH:21][C:20]([N:23]2[C:28](=[O:29])[C:27]([CH2:30][C:31]3[CH:36]=[CH:35][C:34]([C:37]4[CH:42]=[CH:41][CH:40]=[CH:39][C:38]=4[C:43]4[NH:3][C:4](=[O:7])[O:5][N:44]=4)=[CH:33][CH:32]=3)=[C:26]([CH2:45][CH2:46][CH3:47])[N:25]=[C:24]2[CH3:48])=[CH:19][CH:18]=1. The yield is 0.270. (5) The reactants are [Cl:1][C:2]1[CH:3]=[C:4]([NH2:16])[C:5]([NH2:15])=[CH:6][C:7]=1[C:8]1[CH:13]=[CH:12][C:11]([Cl:14])=[CH:10][CH:9]=1.Cl.O.C(=O)(O)[O-].[Na+].[F:24][C:25]([F:33])([F:32])[C:26]([F:31])([F:30])[C:27](O)=O. No catalyst specified. The product is [Cl:1][C:2]1[C:7]([C:8]2[CH:9]=[CH:10][C:11]([Cl:14])=[CH:12][CH:13]=2)=[CH:6][C:5]2[NH:15][C:27]([C:26]([F:31])([F:30])[C:25]([F:33])([F:32])[F:24])=[N:16][C:4]=2[CH:3]=1. The yield is 0.400. (6) The reactants are [CH3:1][C:2]1[N:7]([C:8]2[CH:13]=[CH:12][CH:11]=[C:10]([C:14]([F:17])([F:16])[F:15])[CH:9]=2)[C:6](=[O:18])[C:5]([C:19](O)=[O:20])=[CH:4][C:3]=1[C:22]1[N:23]([CH3:27])[N:24]=[CH:25][CH:26]=1.CN(C(ON1N=NC2C=CC=CC1=2)=[N+](C)C)C.F[P-](F)(F)(F)(F)F.CCN(C(C)C)C(C)C.[NH2:61][CH2:62][C:63]1[O:67][N:66]=[C:65]([CH2:68][OH:69])[CH:64]=1. The catalyst is O1CCOCC1. The product is [OH:69][CH2:68][C:65]1[CH:64]=[C:63]([CH2:62][NH:61][C:19]([C:5]2[C:6](=[O:18])[N:7]([C:8]3[CH:13]=[CH:12][CH:11]=[C:10]([C:14]([F:17])([F:15])[F:16])[CH:9]=3)[C:2]([CH3:1])=[C:3]([C:22]3[N:23]([CH3:27])[N:24]=[CH:25][CH:26]=3)[CH:4]=2)=[O:20])[O:67][N:66]=1. The yield is 0.540.